From a dataset of Catalyst prediction with 721,799 reactions and 888 catalyst types from USPTO. Predict which catalyst facilitates the given reaction. (1) Reactant: Br[C:2]1[CH:14]=[CH:13][C:12]2[C:11]3[C:6](=[CH:7][CH:8]=[CH:9][CH:10]=3)[C:5]([CH3:16])([CH3:15])[C:4]=2[CH:3]=1.[CH3:17][C:18]1([CH3:34])[C:22]([CH3:24])([CH3:23])[O:21][B:20]([B:20]2[O:21][C:22]([CH3:24])([CH3:23])[C:18]([CH3:34])([CH3:17])[O:19]2)[O:19]1.C([O-])(=O)C.[K+]. Product: [CH3:17][C:18]1([CH3:34])[C:22]([CH3:24])([CH3:23])[O:21][B:20]([C:2]2[CH:14]=[CH:13][C:12]3[C:11]4[C:6](=[CH:7][CH:8]=[CH:9][CH:10]=4)[C:5]([CH3:16])([CH3:15])[C:4]=3[CH:3]=2)[O:19]1. The catalyst class is: 12. (2) Reactant: [F:1][C:2]1[CH:7]=[CH:6][C:5]([C:8]2[N:9]=[C:10]3[N:14]([C:15]=2[C:16]2[CH:21]=[CH:20][N:19]=[C:18]([NH:22][C@@H:23]4[CH2:28][CH2:27][CH2:26][NH:25][CH2:24]4)[N:17]=2)[CH:13]=[CH:12][O:11]3)=[CH:4][CH:3]=1.CCN(C(C)C)C(C)C.[Cl:38][C:39](Cl)([O:41]C(=O)OC(Cl)(Cl)Cl)Cl. Product: [F:1][C:2]1[CH:7]=[CH:6][C:5]([C:8]2[N:9]=[C:10]3[N:14]([C:15]=2[C:16]2[CH:21]=[CH:20][N:19]=[C:18]([NH:22][C@@H:23]4[CH2:28][CH2:27][CH2:26][N:25]([C:39]([Cl:38])=[O:41])[CH2:24]4)[N:17]=2)[CH:13]=[CH:12][O:11]3)=[CH:4][CH:3]=1. The catalyst class is: 2.